This data is from Full USPTO retrosynthesis dataset with 1.9M reactions from patents (1976-2016). The task is: Predict the reactants needed to synthesize the given product. (1) The reactants are: Cl.[Cl:2][C:3]1[CH:8]=[CH:7][C:6]([C:9]2([C:22]#[N:23])[CH2:14][CH2:13][N:12](C(OC(C)(C)C)=O)[CH2:11][CH2:10]2)=[C:5]([F:24])[CH:4]=1. Given the product [Cl:2][C:3]1[CH:8]=[CH:7][C:6]([C:9]2([C:22]#[N:23])[CH2:14][CH2:13][NH:12][CH2:11][CH2:10]2)=[C:5]([F:24])[CH:4]=1, predict the reactants needed to synthesize it. (2) Given the product [Br:1][C:2]1[CH:3]=[C:4]2[C:8](=[CH:9][CH:10]=1)[N:7]([CH:11]([CH2:15][CH:16]1[CH2:17][CH2:18][CH2:19][CH2:20]1)[C:12]([NH:29][C:24]1[CH:25]=[CH:26][CH:27]=[CH:28][N:23]=1)=[O:13])[C:6](=[O:21])[C:5]2=[O:22], predict the reactants needed to synthesize it. The reactants are: [Br:1][C:2]1[CH:3]=[C:4]2[C:8](=[CH:9][CH:10]=1)[N:7]([CH:11]([CH2:15][CH:16]1[CH2:20][CH2:19][CH2:18][CH2:17]1)[C:12](O)=[O:13])[C:6](=[O:21])[C:5]2=[O:22].[N:23]1[CH:28]=[CH:27][CH:26]=[CH:25][C:24]=1[NH2:29].C(N(CC)C(C)C)(C)C.F[P-](F)(F)(F)(F)F.N1(O[P+](N(C)C)(N(C)C)N(C)C)C2C=CC=CC=2N=N1. (3) Given the product [Br:1][C:2]1[CH:3]=[CH:4][C:5]([OH:19])=[C:6]([C:8]2[N:9]=[C:10]3[CH:15]=[CH:14][CH:13]=[CH:12][N:11]3[C:16]=2[CH2:17][OH:18])[CH:7]=1, predict the reactants needed to synthesize it. The reactants are: [Br:1][C:2]1[CH:3]=[CH:4][C:5]([OH:19])=[C:6]([C:8]2[N:9]=[C:10]3[CH:15]=[CH:14][CH:13]=[CH:12][N:11]3[C:16]=2[CH:17]=[O:18])[CH:7]=1.[BH4-].[Na+].O. (4) Given the product [F:22][C:23]1[CH:24]=[C:25]2[C:29](=[CH:30][CH:31]=1)[NH:28][C:27](=[O:32])[C:26]2=[CH:20][C:3]1[NH:4][C:5]2[CH2:11][CH2:10][CH2:9][N:8]([CH2:12][CH2:13][N:14]3[CH2:15][CH2:16][CH2:17][CH2:18]3)[C:7](=[O:19])[C:6]=2[C:2]=1[CH3:1], predict the reactants needed to synthesize it. The reactants are: [CH3:1][C:2]1[C:6]2[C:7](=[O:19])[N:8]([CH2:12][CH2:13][N:14]3[CH2:18][CH2:17][CH2:16][CH2:15]3)[CH2:9][CH2:10][CH2:11][C:5]=2[NH:4][C:3]=1[CH:20]=O.[F:22][C:23]1[CH:24]=[C:25]2[C:29](=[CH:30][CH:31]=1)[NH:28][C:27](=[O:32])[CH2:26]2. (5) The reactants are: [CH2:1]([O:3][C:4]1[CH:12]=[C:11]([C:13]([F:16])([F:15])[F:14])[CH:10]=[CH:9][C:5]=1[C:6]([OH:8])=O)[CH3:2].C(N(CC)C(C)C)(C)C.Cl.[NH2:27][CH2:28][C:29]1([C:35]2[CH:40]=[CH:39][C:38]([S:41]([NH:44][C:45]3[S:46][C:47]([CH:50]([CH3:52])[CH3:51])=[N:48][N:49]=3)(=[O:43])=[O:42])=[CH:37][CH:36]=2)[CH2:34][CH2:33][CH2:32][CH2:31][CH2:30]1. Given the product [CH2:1]([O:3][C:4]1[CH:12]=[C:11]([C:13]([F:16])([F:15])[F:14])[CH:10]=[CH:9][C:5]=1[C:6]([NH:27][CH2:28][C:29]1([C:35]2[CH:36]=[CH:37][C:38]([S:41](=[O:43])(=[O:42])[NH:44][C:45]3[S:46][C:47]([CH:50]([CH3:52])[CH3:51])=[N:48][N:49]=3)=[CH:39][CH:40]=2)[CH2:30][CH2:31][CH2:32][CH2:33][CH2:34]1)=[O:8])[CH3:2], predict the reactants needed to synthesize it. (6) Given the product [CH3:1][C:2]1([CH3:28])[CH2:27][N:6]2[C:7]3[CH:8]=[CH:9][C:10]([S:19]([N:22]4[CH2:26][CH2:25][CH2:24][CH2:23]4)(=[O:20])=[O:21])=[CH:11][C:12]=3[C:13](=[O:14])[C:5]2=[N:4][CH2:3]1, predict the reactants needed to synthesize it. The reactants are: [CH3:1][C:2]1([CH3:28])[CH2:27][N:6]2[C:7]3[CH:8]=[CH:9][C:10]([S:19]([N:22]4[CH2:26][CH2:25][CH2:24][CH2:23]4)(=[O:21])=[O:20])=[CH:11][C:12]=3[C:13]3(OCCC[O:14]3)[C:5]2=[N:4][CH2:3]1.CS(O)(=O)=O.[NH4+].[OH-]. (7) Given the product [Br:1][C:2]1[CH:3]=[C:4]([O:13][CH3:14])[C:5]([Cl:12])=[C:6]([CH:11]=1)[C:7]([OH:9])=[O:8], predict the reactants needed to synthesize it. The reactants are: [Br:1][C:2]1[CH:3]=[C:4]([O:13][CH3:14])[C:5]([Cl:12])=[C:6]([CH:11]=1)[C:7]([O:9]C)=[O:8].[OH-].[Na+].Cl. (8) Given the product [C:1]([C:3]1[N:4]=[C:5]2[C:18](=[N:19][O:20][C:21](=[O:23])[CH3:22])[C:17]3[CH:16]=[CH:15][CH:14]=[CH:13][C:12]=3[C:6]2=[N:7][C:8]=1[C:9]([NH2:11])=[O:10])#[N:2], predict the reactants needed to synthesize it. The reactants are: [C:1]([C:3]1[N:4]=[C:5]2[C:18](=[N:19][OH:20])[C:17]3[CH:16]=[CH:15][CH:14]=[CH:13][C:12]=3[C:6]2=[N:7][C:8]=1[C:9]([NH2:11])=[O:10])#[N:2].[C:21](Cl)(=[O:23])[CH3:22].O.